From a dataset of Forward reaction prediction with 1.9M reactions from USPTO patents (1976-2016). Predict the product of the given reaction. (1) Given the reactants [Na+].[C:2]([C:4]1[CH:5]=[C:6]([C:14]2[S:18][C:17]([C:19]3[C:20]([CH3:34])=[C:21]4[C:26](=[CH:27][CH:28]=3)[CH2:25][N:24]([CH2:29][CH2:30][C:31]([O-:33])=O)[CH2:23][CH2:22]4)=[N:16][N:15]=2)[CH:7]=[CH:8][C:9]=1[O:10][CH:11]([CH3:13])[CH3:12])#[N:3].[CH2:35]([N:37](CC)CC)C.C(Cl)CCl.C1C=CC2N(O)N=NC=2C=1.CN.C1COCC1, predict the reaction product. The product is: [C:2]([C:4]1[CH:5]=[C:6]([C:14]2[S:18][C:17]([C:19]3[C:20]([CH3:34])=[C:21]4[C:26](=[CH:27][CH:28]=3)[CH2:25][N:24]([CH2:29][CH2:30][C:31]([NH:37][CH3:35])=[O:33])[CH2:23][CH2:22]4)=[N:16][N:15]=2)[CH:7]=[CH:8][C:9]=1[O:10][CH:11]([CH3:13])[CH3:12])#[N:3]. (2) The product is: [O:1]=[C:2]1[C:10]2[C:5](=[CH:6][CH:7]=[CH:8][CH:9]=2)[C:4](=[O:11])[N:3]1[CH2:12][CH2:13][CH2:14][N:15]1[C:24]2[C:19](=[N:20][CH:21]=[C:22]([CH2:25][C:26]3[CH:31]=[CH:30][C:29]([F:32])=[CH:28][CH:27]=3)[CH:23]=2)[C:18]([OH:33])=[C:17]([C:34]([NH:43][CH2:42][CH2:40][OH:41])=[O:35])[C:16]1=[O:39]. Given the reactants [O:1]=[C:2]1[C:10]2[C:5](=[CH:6][CH:7]=[CH:8][CH:9]=2)[C:4](=[O:11])[N:3]1[CH2:12][CH2:13][CH2:14][N:15]1[C:24]2[C:19](=[N:20][CH:21]=[C:22]([CH2:25][C:26]3[CH:31]=[CH:30][C:29]([F:32])=[CH:28][CH:27]=3)[CH:23]=2)[C:18]([OH:33])=[C:17]([C:34](OCC)=[O:35])[C:16]1=[O:39].[CH2:40]([CH2:42][NH2:43])[OH:41], predict the reaction product. (3) Given the reactants [Cl:1][C:2]1[N:10]=[CH:9][N:8]=[C:7]2[C:3]=1[N:4]=[CH:5][NH:6]2.C(=O)([O-])[O-].[K+].[K+].I[CH2:18][CH3:19], predict the reaction product. The product is: [Cl:1][C:2]1[N:10]=[CH:9][N:8]=[C:7]2[C:3]=1[N:4]=[CH:5][N:6]2[CH2:18][CH3:19]. (4) Given the reactants [Cl:1][C:2]1[C:7]([F:8])=[CH:6][CH:5]=[C:4]([O:9][CH3:10])[C:3]=1[C@H:11]([C:13]1[C:21]2[C:16](=[N:17][CH:18]=[C:19]([C:22]3[CH:23]=[N:24][N:25]([CH:28]4[CH2:33][CH2:32][C:31](=O)[CH2:30][CH2:29]4)[C:26]=3[CH3:27])[CH:20]=2)[NH:15][CH:14]=1)[CH3:12].Cl.[CH3:36][NH:37][CH3:38].C(O[BH-](OC(=O)C)OC(=O)C)(=O)C.[Na+].C(N(CC)CC)C.ClCCCl, predict the reaction product. The product is: [Cl:1][C:2]1[C:7]([F:8])=[CH:6][CH:5]=[C:4]([O:9][CH3:10])[C:3]=1[C@H:11]([C:13]1[C:21]2[C:16](=[N:17][CH:18]=[C:19]([C:22]3[CH:23]=[N:24][N:25]([C@H:28]4[CH2:33][CH2:32][C@H:31]([N:37]([CH3:38])[CH3:36])[CH2:30][CH2:29]4)[C:26]=3[CH3:27])[CH:20]=2)[NH:15][CH:14]=1)[CH3:12]. (5) Given the reactants [F:1][C:2]1[CH:7]=[CH:6][C:5]([C:8](=O)[CH2:9][C:10](=O)[CH3:11])=[CH:4][CH:3]=1.FC(F)(F)C(O)=O.[NH:21]([CH2:23][C:24]1[CH:29]=[CH:28][CH:27]=[CH:26][N:25]=1)[NH2:22].C(N(CC)CC)C.FC(F)(F)C(O)=O, predict the reaction product. The product is: [F:1][C:2]1[CH:7]=[CH:6][C:5]([C:8]2[N:21]([CH2:23][C:24]3[CH:29]=[CH:28][CH:27]=[CH:26][N:25]=3)[N:22]=[C:10]([CH3:11])[CH:9]=2)=[CH:4][CH:3]=1. (6) Given the reactants [OH:1][CH2:2][CH:3]([NH:5][C:6]([C:8]1[C:9]([CH:14]([F:16])[F:15])=[N:10][N:11]([CH3:13])[CH:12]=1)=[O:7])[CH3:4].Br[C:18]1[C:23]([Cl:24])=[CH:22][C:21]([C:25]([F:28])([F:27])[F:26])=[CH:20][N:19]=1.C(=O)([O-])[O-].[K+].[K+], predict the reaction product. The product is: [Cl:24][C:23]1[C:18]([O:1][CH2:2][CH:3]([NH:5][C:6]([C:8]2[C:9]([CH:14]([F:16])[F:15])=[N:10][N:11]([CH3:13])[CH:12]=2)=[O:7])[CH3:4])=[N:19][CH:20]=[C:21]([C:25]([F:27])([F:26])[F:28])[CH:22]=1.